This data is from CYP2D6 inhibition data for predicting drug metabolism from PubChem BioAssay. The task is: Regression/Classification. Given a drug SMILES string, predict its absorption, distribution, metabolism, or excretion properties. Task type varies by dataset: regression for continuous measurements (e.g., permeability, clearance, half-life) or binary classification for categorical outcomes (e.g., BBB penetration, CYP inhibition). Dataset: cyp2d6_veith. The drug is CCSc1nnc(-c2ccncc2)o1. The result is 0 (non-inhibitor).